Dataset: Catalyst prediction with 721,799 reactions and 888 catalyst types from USPTO. Task: Predict which catalyst facilitates the given reaction. (1) Reactant: [C:1]1([CH2:7][O:8][C:9]([NH:11][CH2:12][C:13]2[CH:21]=[CH:20][C:16]([C:17]([OH:19])=O)=[CH:15][CH:14]=2)=[O:10])[CH:6]=[CH:5][CH:4]=[CH:3][CH:2]=1.C1C=C[C:25]2[N:30]([OH:31])N=NC=2C=1.[CH3:32]CN(C(C)C)C(C)C.C(Cl)CCl.Cl.COCN. Product: [CH3:32][O:31][N:30]([CH3:25])[C:17]([C:16]1[CH:15]=[CH:14][C:13]([CH2:12][NH:11][C:9]([O:8][CH2:7][C:1]2[CH:2]=[CH:3][CH:4]=[CH:5][CH:6]=2)=[O:10])=[CH:21][CH:20]=1)=[O:19]. The catalyst class is: 3. (2) Reactant: [OH:1][C:2]1[CH:7]=[CH:6][C:5]([C:8]2[N:13]=[CH:12][N:11]=[C:10]([NH:14][C@H:15]([C:23]([O:25][CH3:26])=[O:24])[CH2:16][C:17]3[CH:22]=[CH:21][CH:20]=[CH:19][CH:18]=3)[CH:9]=2)=[CH:4][CH:3]=1.Cl[C:28]1[CH:33]=[C:32]([C:34]#[N:35])[CH:31]=[CH:30][N:29]=1.C(=O)([O-])[O-].[K+].[K+].C(OCC)(=O)C. Product: [C:34]([C:32]1[CH:31]=[CH:30][N:29]=[C:28]([O:1][C:2]2[CH:7]=[CH:6][C:5]([C:8]3[N:13]=[CH:12][N:11]=[C:10]([NH:14][C@H:15]([C:23]([O:25][CH3:26])=[O:24])[CH2:16][C:17]4[CH:22]=[CH:21][CH:20]=[CH:19][CH:18]=4)[CH:9]=3)=[CH:4][CH:3]=2)[CH:33]=1)#[N:35]. The catalyst class is: 58. (3) Reactant: [C:1]([CH:3]1[CH2:7][CH2:6][N:5]([C:8]([CH:10]2[CH2:13][N:12]([C:14]3[N:15]4[C:19]([N:20]=[C:21]5[CH2:27][CH2:26][NH:25][CH2:24][CH2:23][C:22]=35)=[CH:18][CH:17]=[N:16]4)[CH2:11]2)=[O:9])[CH2:4]1)#[CH:2].C=O.[C:30](O[BH-](OC(=O)C)OC(=O)C)(=O)C.[Na+]. Product: [C:1]([CH:3]1[CH2:7][CH2:6][N:5]([C:8]([CH:10]2[CH2:11][N:12]([C:14]3[N:15]4[C:19]([N:20]=[C:21]5[CH2:27][CH2:26][N:25]([CH3:30])[CH2:24][CH2:23][C:22]=35)=[CH:18][CH:17]=[N:16]4)[CH2:13]2)=[O:9])[CH2:4]1)#[CH:2]. The catalyst class is: 20. (4) Reactant: [CH3:1][O:2][C:3](=[CH:8][C:9]1[CH:14]=[CH:13][C:12]([N+:15]([O-:17])=[O:16])=[CH:11][CH:10]=1)[C:4]([O:6]C)=[O:5].[OH-].[Na+].Cl. Product: [CH3:1][O:2][C:3](=[CH:8][C:9]1[CH:14]=[CH:13][C:12]([N+:15]([O-:17])=[O:16])=[CH:11][CH:10]=1)[C:4]([OH:6])=[O:5]. The catalyst class is: 6. (5) Reactant: [F:1][C:2]1[CH:7]=[CH:6][C:5]([C:8]2[CH:13]=[C:12]([N:14]3[CH2:19][CH2:18][NH:17][CH2:16][CH:15]3[CH3:20])[N:11]=[C:10]([N:21]3[CH2:26][CH2:25][O:24][CH2:23][C@H:22]3[CH3:27])[N:9]=2)=[CH:4][CH:3]=1.[CH3:28][O:29][C:30]([C:32]1[C:37]([NH2:38])=[N:36][C:35](Cl)=[C:34]([Cl:40])[N:33]=1)=[O:31]. Product: [CH3:28][O:29][C:30]([C:32]1[N:33]=[C:34]([Cl:40])[C:35]([N:17]2[CH2:18][CH2:19][N:14]([C:12]3[CH:13]=[C:8]([C:5]4[CH:6]=[CH:7][C:2]([F:1])=[CH:3][CH:4]=4)[N:9]=[C:10]([N:21]4[CH2:26][CH2:25][O:24][CH2:23][C@H:22]4[CH3:27])[N:11]=3)[CH:15]([CH3:20])[CH2:16]2)=[N:36][C:37]=1[NH2:38])=[O:31]. The catalyst class is: 32. (6) Reactant: [CH3:1][O:2][C:3]1[CH:10]=[CH:9][C:6]([CH:7]=O)=[CH:5][CH:4]=1.[S:11]1[CH:15]=[N:14][N:13]=[C:12]1[NH2:16].[BH-](OC(C)=O)(OC(C)=O)OC(C)=O.[Na+]. Product: [CH3:1][O:2][C:3]1[CH:10]=[CH:9][C:6]([CH2:7][NH:16][C:12]2[S:11][CH:15]=[N:14][N:13]=2)=[CH:5][CH:4]=1. The catalyst class is: 4.